From a dataset of Full USPTO retrosynthesis dataset with 1.9M reactions from patents (1976-2016). Predict the reactants needed to synthesize the given product. Given the product [C:1]([C:3]1([NH:6][C:7]([C@@H:9]2[CH2:14][CH2:13][CH2:12][CH2:11][C@H:10]2[C:15]([N:17]2[CH2:34][CH2:33][C:20]3[N:21]([CH2:28][C:29]([OH:31])=[O:30])[C:22]4[CH:23]=[CH:24][CH:25]=[CH:26][C:27]=4[C:19]=3[CH2:18]2)=[O:16])=[O:8])[CH2:4][CH2:5]1)#[N:2], predict the reactants needed to synthesize it. The reactants are: [C:1]([C:3]1([NH:6][C:7]([C@@H:9]2[CH2:14][CH2:13][CH2:12][CH2:11][C@H:10]2[C:15]([N:17]2[CH2:34][CH2:33][C:20]3[N:21]([CH2:28][C:29]([O:31]C)=[O:30])[C:22]4[CH:23]=[CH:24][CH:25]=[CH:26][C:27]=4[C:19]=3[CH2:18]2)=[O:16])=[O:8])[CH2:5][CH2:4]1)#[N:2].[I-].[Li+].